This data is from Forward reaction prediction with 1.9M reactions from USPTO patents (1976-2016). The task is: Predict the product of the given reaction. (1) Given the reactants Br[C:2]1[CH:3]=[CH:4][C:5]2[N:6]([C:8]([C:11]#[N:12])=[CH:9][N:10]=2)[CH:7]=1.[CH3:13][O:14][C:15]1[C:20]([NH:21][S:22]([CH3:25])(=[O:24])=[O:23])=[CH:19][C:18](B2OC(C)(C)C(C)(C)O2)=[CH:17][N:16]=1.C([O-])([O-])=O.[Na+].[Na+], predict the reaction product. The product is: [C:11]([C:8]1[N:6]2[CH:7]=[C:2]([C:18]3[CH:19]=[C:20]([NH:21][S:22]([CH3:25])(=[O:23])=[O:24])[C:15]([O:14][CH3:13])=[N:16][CH:17]=3)[CH:3]=[CH:4][C:5]2=[N:10][CH:9]=1)#[N:12]. (2) Given the reactants Cl[C:2]1[N:9]=[C:8]([C:10]2[CH:15]=[CH:14][C:13]([Cl:16])=[CH:12][C:11]=2[Cl:17])[C:7]([C:18]2[CH:23]=[CH:22][C:21]([CH3:24])=[CH:20][CH:19]=2)=[CH:6][C:3]=1[C:4]#[N:5].[F:25][C:26]1[CH:31]=[CH:30][C:29]([CH:32]([OH:34])[CH3:33])=[CH:28][CH:27]=1.C(=O)([O-])[O-].[Cs+].[Cs+], predict the reaction product. The product is: [Cl:17][C:11]1[CH:12]=[C:13]([Cl:16])[CH:14]=[CH:15][C:10]=1[C:8]1[C:7]([C:18]2[CH:23]=[CH:22][C:21]([CH3:24])=[CH:20][CH:19]=2)=[CH:6][C:3]([C:4]#[N:5])=[C:2]([O:34][CH:32]([C:29]2[CH:30]=[CH:31][C:26]([F:25])=[CH:27][CH:28]=2)[CH3:33])[N:9]=1. (3) Given the reactants [CH2:1]([O:8][C:9]([NH:11]/[C:12](=[CH:17]\[C:18]1[S:19][CH:20]=[CH:21][CH:22]=1)/[C:13]([O:15][CH3:16])=[O:14])=[O:10])[C:2]1[CH:7]=[CH:6][CH:5]=[CH:4][CH:3]=1.FC1C=C(CC(N[C@@H](C2C=CC=CC=2)C(N[C@H]2[C@@H](C3C=CC=CC=3)SCCNC2=O)=O)=O)C=C(F)C=1.[Br:59]C1C=C(C=O)SC=1, predict the reaction product. The product is: [CH2:1]([O:8][C:9]([NH:11]/[C:12](=[CH:17]\[C:18]1[S:19][CH:20]=[C:21]([Br:59])[CH:22]=1)/[C:13]([O:15][CH3:16])=[O:14])=[O:10])[C:2]1[CH:3]=[CH:4][CH:5]=[CH:6][CH:7]=1. (4) Given the reactants [CH:1]([O:4][C:5]1[CH:9]=[C:8]([CH2:10][CH2:11][C:12]([O:14][CH2:15][CH3:16])=[O:13])[NH:7][N:6]=1)([CH3:3])[CH3:2].[H-].[Na+].[Cl:19][C:20]1[CH:27]=[CH:26][CH:25]=[C:24]([F:28])[C:21]=1[CH2:22]Cl.Cl, predict the reaction product. The product is: [Cl:19][C:20]1[CH:27]=[CH:26][CH:25]=[C:24]([F:28])[C:21]=1[CH2:22][N:7]1[C:8]([CH2:10][CH2:11][C:12]([O:14][CH2:15][CH3:16])=[O:13])=[CH:9][C:5]([O:4][CH:1]([CH3:3])[CH3:2])=[N:6]1. (5) Given the reactants [NH2:1][C:2]1[CH:3]=[N:4][C:5]2[CH2:6][C@H:7]([NH:13][C:14](=[O:20])[O:15][C:16]([CH3:19])([CH3:18])[CH3:17])[C@H:8]([OH:12])[CH2:9][C:10]=2[CH:11]=1.Cl[C:22]1[C:27]([N+:28]([O-:30])=[O:29])=[CH:26][CH:25]=[C:24]([O:31][CH3:32])N=1.[C:33](=O)([O-])O.[Na+], predict the reaction product. The product is: [OH:12][C@H:8]1[C@@H:7]([NH:13][C:14](=[O:20])[O:15][C:16]([CH3:17])([CH3:19])[CH3:18])[CH2:6][C:5]2[N:4]=[CH:3][C:2]([NH:1][C:22]3[CH:33]=[C:24]([O:31][CH3:32])[CH:25]=[CH:26][C:27]=3[N+:28]([O-:30])=[O:29])=[CH:11][C:10]=2[CH2:9]1. (6) The product is: [CH:1]1[C:10]2[C:11]3[CH2:17][CH2:16][CH2:15][CH2:14][CH2:13][C:12]=3[N:8]3[C:9]=2[C:4]([CH2:5][CH2:6][CH2:7]3)=[CH:3][C:2]=1[NH:18][C:21](=[O:22])[C:20]([CH3:25])([CH3:24])[CH3:19]. Given the reactants [CH:1]1[C:10]2[C:11]3[CH2:17][CH2:16][CH2:15][CH2:14][CH2:13][C:12]=3[N:8]3[C:9]=2[C:4]([CH2:5][CH2:6][CH2:7]3)=[CH:3][C:2]=1[NH2:18].[CH3:19][C:20]([CH3:25])([CH3:24])[C:21](Cl)=[O:22], predict the reaction product. (7) The product is: [C:27]1([CH:26]([C:33]2[CH:38]=[CH:37][CH:36]=[CH:35][CH:34]=2)[CH2:25][CH2:24][N:15]([CH2:16][CH2:17][C:18]2[CH:23]=[CH:22][CH:21]=[CH:20][N:19]=2)[C:14]([NH:13][C:10]2[N:9]=[C:8]([C:5]3[CH:4]=[CH:3][C:2]([NH:1][C:46](=[O:48])[CH3:47])=[CH:7][CH:6]=3)[S:12][N:11]=2)=[O:39])[CH:28]=[CH:29][CH:30]=[CH:31][CH:32]=1. Given the reactants [NH2:1][C:2]1[CH:7]=[CH:6][C:5]([C:8]2[S:12][N:11]=[C:10]([NH:13][C:14](=[O:39])[N:15]([CH2:24][CH2:25][CH:26]([C:33]3[CH:38]=[CH:37][CH:36]=[CH:35][CH:34]=3)[C:27]3[CH:32]=[CH:31][CH:30]=[CH:29][CH:28]=3)[CH2:16][CH2:17][C:18]3[CH:23]=[CH:22][CH:21]=[CH:20][N:19]=3)[N:9]=2)=[CH:4][CH:3]=1.N1C=CC=CC=1.[C:46](OC(=O)C)(=[O:48])[CH3:47], predict the reaction product.